From a dataset of Forward reaction prediction with 1.9M reactions from USPTO patents (1976-2016). Predict the product of the given reaction. (1) Given the reactants [CH3:1][O:2][C:3]1[CH:4]=[C:5]2[C:10](=[CH:11][C:12]=1[O:13][CH3:14])[C:9]([C:15](=[O:24])[C:16]1[CH:21]=[CH:20][CH:19]=[C:18]([O:22][CH3:23])[CH:17]=1)=[N:8][CH:7]=[C:6]2[C:25]([OH:27])=O.C(OC(Cl)=O)C(C)C.Cl.[CH2:37]([O:39][C:40](=[O:43])[CH2:41][NH2:42])[CH3:38], predict the reaction product. The product is: [CH2:37]([O:39][C:40](=[O:43])[CH2:41][NH:42][C:25]([C:6]1[C:5]2[C:10](=[CH:11][C:12]([O:13][CH3:14])=[C:3]([O:2][CH3:1])[CH:4]=2)[C:9]([C:15](=[O:24])[C:16]2[CH:21]=[CH:20][CH:19]=[C:18]([O:22][CH3:23])[CH:17]=2)=[N:8][CH:7]=1)=[O:27])[CH3:38]. (2) The product is: [N:4]1[C:3]2[NH:1][CH:11]=[CH:16][C:8]=2[CH:7]=[N:6][CH:5]=1.[N:12]1[C:11]2[NH:9][CH:19]=[CH:24][C:16]=2[CH:15]=[CH:14][N:13]=1.[N:23]1[CH:22]=[CH:21][N:20]=[C:19]2[NH:17][CH:3]=[CH:8][C:24]=12. Given the reactants [NH:1]([C:3]1[CH:8]=[CH:7][N:6]=[CH:5][N:4]=1)N.[NH:9]([C:11]1[N:12]=[N:13][CH:14]=[CH:15][CH:16]=1)N.[NH:17]([C:19]1[CH:24]=[N:23][CH:22]=[CH:21][N:20]=1)N, predict the reaction product.